Dataset: Reaction yield outcomes from USPTO patents with 853,638 reactions. Task: Predict the reaction yield, written as a fraction of the theoretical maximum amount of product (1.0 means a 100% yield; for example, 0.34 means a 34% yield). (1) The reactants are P(Cl)(Cl)([Cl:3])=O.C(N(CC)C1C=CC=CC=1)C.[CH3:17][O:18][C:19]1[C:24]([N+:25]([O-:27])=[O:26])=[CH:23][NH:22][C:21](=O)[CH:20]=1. No catalyst specified. The product is [Cl:3][C:21]1[CH:20]=[C:19]([O:18][CH3:17])[C:24]([N+:25]([O-:27])=[O:26])=[CH:23][N:22]=1. The yield is 0.940. (2) The reactants are Cl.[NH2:2][CH2:3][C:4]1[CH:5]=[C:6]2[C:11](=[CH:12][CH:13]=1)[N:10]=[C:9]([CH3:14])[N:8]([CH:15]1[CH2:20][CH2:19][C:18](=[O:21])[NH:17][C:16]1=[O:22])[C:7]2=[O:23].[CH:24]1([C:27](Cl)=[O:28])[CH2:26][CH2:25]1.C(N(CC)C(C)C)(C)C. The catalyst is C(#N)C. The product is [O:22]=[C:16]1[CH:15]([N:8]2[C:7](=[O:23])[C:6]3[C:11](=[CH:12][CH:13]=[C:4]([CH2:3][NH:2][C:27]([CH:24]4[CH2:26][CH2:25]4)=[O:28])[CH:5]=3)[N:10]=[C:9]2[CH3:14])[CH2:20][CH2:19][C:18](=[O:21])[NH:17]1. The yield is 0.420. (3) The reactants are N1C(N)=C2C(N=CN2)=NC=1.[CH3:11][C@@H:12]([O:24]CP(O)(O)=O)[CH2:13][N:14]1[C:18]2[N:19]=[CH:20][N:21]=[C:22]([NH2:23])[C:17]=2[N:16]=[CH:15]1.CC(C)([O-])C.[Mg+2].CC(C)([O-])C.C1(=O)O[C@H](C)CO1.CS(O)(=O)=O. The catalyst is CN(C=O)C.[OH-].[Na+].C1(C)C=CC=CC=1. The product is [OH:24][C@H:12]([CH3:11])[CH2:13][N:14]1[CH:15]=[N:16][C:17]2[C:18]1=[N:19][CH:20]=[N:21][C:22]=2[NH2:23]. The yield is 0.750. (4) The reactants are [Br:1][C:2]1[CH:10]=[CH:9][CH:8]=[C:7]2[C:3]=1[C:4](O)([C:13]1[C:22]([OH:23])=[CH:21][C:16]3[O:17][CH2:18][CH2:19][O:20][C:15]=3[CH:14]=1)[C:5](=[O:12])[N:6]2[CH3:11].C([SiH](CC)CC)C.FC(F)(F)C(O)=O. The catalyst is ClCCl. The product is [Br:1][C:2]1[CH:10]=[CH:9][CH:8]=[C:7]2[C:3]=1[CH:4]([C:13]1[C:22]([OH:23])=[CH:21][C:16]3[O:17][CH2:18][CH2:19][O:20][C:15]=3[CH:14]=1)[C:5](=[O:12])[N:6]2[CH3:11]. The yield is 0.970.